Dataset: Full USPTO retrosynthesis dataset with 1.9M reactions from patents (1976-2016). Task: Predict the reactants needed to synthesize the given product. (1) The reactants are: [F:1][C:2]1[CH:3]=[C:4]([NH:17][CH2:18][CH2:19][N:20]([CH3:22])[CH3:21])[CH:5]=[C:6](B2OC(C)(C)C(C)(C)O2)[CH:7]=1.C([O-])([O-])=[O:24].[K+].[K+].Br[C:30]1[CH:35]=[CH:34][N:33]=[C:32]([NH2:36])[C:31]=1[N+:37]([O-])=O.[OH2:40]. Given the product [NH2:37][C:31]1[C:32]([N+:36]([O-:24])=[O:40])=[N:33][CH:34]=[CH:35][C:30]=1[C:6]1[CH:5]=[C:4]([NH:17][CH2:18][CH2:19][N:20]([CH3:21])[CH3:22])[CH:3]=[C:2]([F:1])[CH:7]=1, predict the reactants needed to synthesize it. (2) Given the product [OH:12][CH2:11][C:10]([N:14]1[CH2:19][CH2:18][N:17]([C:20]([O:22][CH2:23][C:24]2[CH:25]=[CH:26][CH:27]=[CH:28][CH:29]=2)=[O:21])[CH2:16][CH2:15]1)([CH3:30])[CH3:9], predict the reactants needed to synthesize it. The reactants are: ClC(OCC(C)C)=O.[CH3:9][C:10]([CH3:30])([N:14]1[CH2:19][CH2:18][N:17]([C:20]([O:22][CH2:23][C:24]2[CH:29]=[CH:28][CH:27]=[CH:26][CH:25]=2)=[O:21])[CH2:16][CH2:15]1)[C:11](O)=[O:12].C(N(CC)CC)C. (3) Given the product [Br-:8].[S:13]1[CH:14]=[CH:15][CH:16]=[C:12]1[C:10](=[O:11])[CH2:9][N+:3]1[C:2]([CH3:1])=[C:6]([CH3:7])[S:5][CH:4]=1, predict the reactants needed to synthesize it. The reactants are: [CH3:1][C:2]1[N:3]=[CH:4][S:5][C:6]=1[CH3:7].[Br:8][CH2:9][C:10]([C:12]1[S:13][CH:14]=[CH:15][CH:16]=1)=[O:11].COC(C)(C)C. (4) Given the product [F:1][C:2]1[CH:7]=[CH:6][C:5]([C:8]2[O:9][C:10]3[CH:20]=[C:19]([N:21]([CH3:26])[S:22]([CH3:25])(=[O:23])=[O:24])[C:18]([CH:27]4[CH2:31][N:30]([CH3:32])[C@H:29]([C:33]([OH:35])=[O:34])[CH2:28]4)=[CH:17][C:11]=3[C:12]=2[C:13](=[O:16])[NH:14][CH3:15])=[CH:4][CH:3]=1, predict the reactants needed to synthesize it. The reactants are: [F:1][C:2]1[CH:7]=[CH:6][C:5]([C:8]2[O:9][C:10]3[CH:20]=[C:19]([N:21]([CH3:26])[S:22]([CH3:25])(=[O:24])=[O:23])[C:18]([CH:27]4[CH2:31][N:30]([CH3:32])[C@H:29]([C:33]([O:35]C)=[O:34])[CH2:28]4)=[CH:17][C:11]=3[C:12]=2[C:13](=[O:16])[NH:14][CH3:15])=[CH:4][CH:3]=1.O[Li].O.